Dataset: Reaction yield outcomes from USPTO patents with 853,638 reactions. Task: Predict the reaction yield, written as a fraction of the theoretical maximum amount of product (1.0 means a 100% yield; for example, 0.34 means a 34% yield). The reactants are [C:1]([O:9][C@H:10]([CH:25]=[CH2:26])[C@H:11]([O:17][CH2:18][C:19]1[CH:24]=[CH:23][CH:22]=[CH:21][CH:20]=1)[C@@H:12]([F:16])[CH:13]=[N:14][OH:15])(=[O:8])[C:2]1[CH:7]=[CH:6][CH:5]=[CH:4][CH:3]=1. The catalyst is C1(C)C=CC=CC=1. The product is [C:1]([O:9][C@@H:10]1[C@@H:25]2[C@@H:13]([NH:14][O:15][CH2:26]2)[C@H:12]([F:16])[C@H:11]1[O:17][CH2:18][C:19]1[CH:20]=[CH:21][CH:22]=[CH:23][CH:24]=1)(=[O:8])[C:2]1[CH:3]=[CH:4][CH:5]=[CH:6][CH:7]=1. The yield is 0.740.